From a dataset of Forward reaction prediction with 1.9M reactions from USPTO patents (1976-2016). Predict the product of the given reaction. Given the reactants Cl.[NH:2]1[CH2:5][CH:4]([C:6]2[C:7]([N:12]3[CH2:17][CH2:16][CH:15]([CH2:18][OH:19])[CH2:14][CH2:13]3)=[N:8][CH:9]=[CH:10][N:11]=2)[CH2:3]1.Cl[C:21]1[CH:30]=[CH:29][C:28]2[C:23](=[CH:24][CH:25]=[C:26]([CH3:31])[CH:27]=2)[N:22]=1.C([O-])([O-])=O.[Cs+].[Cs+], predict the reaction product. The product is: [CH3:31][C:26]1[CH:27]=[C:28]2[C:23](=[CH:24][CH:25]=1)[N:22]=[C:21]([N:2]1[CH2:5][CH:4]([C:6]3[C:7]([N:12]4[CH2:17][CH2:16][CH:15]([CH2:18][OH:19])[CH2:14][CH2:13]4)=[N:8][CH:9]=[CH:10][N:11]=3)[CH2:3]1)[CH:30]=[CH:29]2.